From a dataset of Peptide-MHC class II binding affinity with 134,281 pairs from IEDB. Regression. Given a peptide amino acid sequence and an MHC pseudo amino acid sequence, predict their binding affinity value. This is MHC class II binding data. (1) The peptide sequence is GSCWAFSGVAATESA. The MHC is DRB1_0404 with pseudo-sequence DRB1_0404. The binding affinity (normalized) is 0.317. (2) The peptide sequence is RVVHLYRNGKDQDGD. The MHC is DRB1_0404 with pseudo-sequence DRB1_0404. The binding affinity (normalized) is 0.287. (3) The peptide sequence is IQHVSVNNLNVGRSPEEILR. The MHC is DRB1_0101 with pseudo-sequence DRB1_0101. The binding affinity (normalized) is 0. (4) The peptide sequence is DKLTGPFTVRYTTEG. The binding affinity (normalized) is 0.249. The MHC is HLA-DPA10301-DPB10402 with pseudo-sequence HLA-DPA10301-DPB10402.